From a dataset of Forward reaction prediction with 1.9M reactions from USPTO patents (1976-2016). Predict the product of the given reaction. (1) Given the reactants [OH:1][C@H:2]([CH2:7][CH2:8][CH2:9][CH2:10][CH2:11][CH2:12][CH2:13][CH2:14][CH2:15][CH2:16][CH2:17][CH2:18][CH3:19])[CH2:3][C:4]([NH2:6])=[O:5].C(N(CC)CC)C.[CH3:27][S:28](Cl)(=[O:30])=[O:29], predict the reaction product. The product is: [CH3:27][S:28]([O:1][C@H:2]([CH2:7][CH2:8][CH2:9][CH2:10][CH2:11][CH2:12][CH2:13][CH2:14][CH2:15][CH2:16][CH2:17][CH2:18][CH3:19])[CH2:3][C:4]([NH2:6])=[O:5])(=[O:30])=[O:29]. (2) Given the reactants [Cl:1][C:2]1[C:3]([CH2:12][N:13]2[C:17]3[CH:18]=[C:19]([CH2:23][OH:24])[CH:20]=[C:21]([CH3:22])[C:16]=3[N:15]=[C:14]2[CH3:25])=[N:4][CH:5]=[C:6]([C:8]([F:11])([F:10])[F:9])[CH:7]=1.O[C:27]1[N:32]=[C:31]([C:33]([O:35][CH3:36])=[O:34])[CH:30]=[CH:29][CH:28]=1, predict the reaction product. The product is: [Cl:1][C:2]1[C:3]([CH2:12][N:13]2[C:17]3[CH:18]=[C:19]([CH2:23][O:24][C:27]4[N:32]=[C:31]([C:33]([O:35][CH3:36])=[O:34])[CH:30]=[CH:29][CH:28]=4)[CH:20]=[C:21]([CH3:22])[C:16]=3[N:15]=[C:14]2[CH3:25])=[N:4][CH:5]=[C:6]([C:8]([F:11])([F:9])[F:10])[CH:7]=1. (3) Given the reactants [H-].[Na+].[C:3]([O:7][C:8]([N:10]1[CH2:14][C@@H:13]([CH2:15][N:16]([CH:33]([CH3:35])[CH3:34])[C:17](=[O:32])[C:18]2[CH:23]=[CH:22][C:21]([O:24][CH3:25])=[C:20]([O:26][CH2:27][CH2:28][CH2:29][O:30][CH3:31])[CH:19]=2)[C@H:12]([CH2:36][OH:37])[CH2:11]1)=[O:9])([CH3:6])([CH3:5])[CH3:4].[CH:38]1([CH2:44][N:45]([CH3:49])[C:46](Cl)=[O:47])[CH2:43][CH2:42][CH2:41][CH2:40][CH2:39]1.[NH4+].[Cl-], predict the reaction product. The product is: [C:3]([O:7][C:8]([N:10]1[CH2:14][C@@H:13]([CH2:15][N:16]([CH:33]([CH3:34])[CH3:35])[C:17](=[O:32])[C:18]2[CH:23]=[CH:22][C:21]([O:24][CH3:25])=[C:20]([O:26][CH2:27][CH2:28][CH2:29][O:30][CH3:31])[CH:19]=2)[C@H:12]([CH2:36][O:37][C:46](=[O:47])[N:45]([CH2:44][CH:38]2[CH2:43][CH2:42][CH2:41][CH2:40][CH2:39]2)[CH3:49])[CH2:11]1)=[O:9])([CH3:6])([CH3:5])[CH3:4]. (4) Given the reactants [I:1][C:2]1[C:10]2[C:5](=[CH:6][CH:7]=[C:8]([C:11]([OH:13])=O)[CH:9]=2)[NH:4][N:3]=1.Cl.[Cl:15][C:16]1[CH:20]=[CH:19][S:18][C:17]=1[C@@H:21]([CH:23]1[CH2:25][CH2:24]1)[NH2:22].O, predict the reaction product. The product is: [Cl:15][C:16]1[CH:20]=[CH:19][S:18][C:17]=1[C@@H:21]([CH:23]1[CH2:24][CH2:25]1)[NH:22][C:11]([C:8]1[CH:9]=[C:10]2[C:5](=[CH:6][CH:7]=1)[NH:4][N:3]=[C:2]2[I:1])=[O:13]. (5) Given the reactants C[O:2][C:3](=[O:28])[C:4]1[CH:9]=[C:8]([C:10]([C:12]2[CH:17]=[CH:16][C:15]([N:18]([C:20]3[CH:25]=[CH:24][C:23]([Cl:26])=[CH:22][CH:21]=3)[CH3:19])=[CH:14][N:13]=2)=[O:11])[CH:7]=[CH:6][C:5]=1F.[C:29]1([C:35]2[NH:36][CH:37]=[CH:38][CH:39]=2)[CH:34]=[CH:33][CH:32]=[CH:31][CH:30]=1, predict the reaction product. The product is: [Cl:26][C:23]1[CH:22]=[CH:21][C:20]([N:18]([CH3:19])[C:15]2[CH:16]=[CH:17][C:12]([C:10]([C:8]3[CH:7]=[CH:6][C:5]([N:36]4[CH:37]=[CH:38][CH:39]=[C:35]4[C:29]4[CH:30]=[CH:31][CH:32]=[CH:33][CH:34]=4)=[C:4]([CH:9]=3)[C:3]([OH:2])=[O:28])=[O:11])=[N:13][CH:14]=2)=[CH:25][CH:24]=1.